Dataset: Full USPTO retrosynthesis dataset with 1.9M reactions from patents (1976-2016). Task: Predict the reactants needed to synthesize the given product. (1) Given the product [CH3:1][N:2]([CH2:13][CH2:14][C:15]1[CH:20]=[CH:19][CH:18]=[CH:17][CH:16]=1)[C:3]1[S:4][C:5]([C:8]([OH:10])=[O:9])=[CH:6][N:7]=1, predict the reactants needed to synthesize it. The reactants are: [CH3:1][N:2]([CH2:13][CH2:14][C:15]1[CH:20]=[CH:19][CH:18]=[CH:17][CH:16]=1)[C:3]1[S:4][C:5]([C:8]([O:10]CC)=[O:9])=[CH:6][N:7]=1.[OH-].[Li+]. (2) Given the product [C:19]([C:16]1[S:15][C:14]([NH:13][C:9]2[N:10]=[CH:11][N:12]=[C:7]([N:1]3[CH2:6][CH2:5][N:4]([CH2:22][C:23]([NH:25][CH:26]4[CH2:28][CH2:27]4)=[O:24])[CH2:3][CH2:2]3)[CH:8]=2)=[N:18][CH:17]=1)#[N:20], predict the reactants needed to synthesize it. The reactants are: [N:1]1([C:7]2[N:12]=[CH:11][N:10]=[C:9]([NH:13][C:14]3[S:15][C:16]([C:19]#[N:20])=[CH:17][N:18]=3)[CH:8]=2)[CH2:6][CH2:5][NH:4][CH2:3][CH2:2]1.Br[CH2:22][C:23]([NH:25][CH:26]1[CH2:28][CH2:27]1)=[O:24]. (3) The reactants are: [CH3:1][O:2][C:3]1[CH:12]=[CH:11][C:6]([C:7](=[O:10])[CH2:8]Br)=[CH:5][CH:4]=1.C(N(C(C)C)C(C)C)C.Cl.Cl.[C:24]1([CH2:34][CH2:35][CH2:36][CH2:37][N:38]2[CH2:43][CH2:42][NH:41][CH2:40][CH2:39]2)[C:33]2[C:28](=[CH:29][CH:30]=[CH:31][CH:32]=2)[CH:27]=[CH:26][CH:25]=1. Given the product [CH3:1][O:2][C:3]1[CH:12]=[CH:11][C:6]([C:7](=[O:10])[CH2:8][N:41]2[CH2:40][CH2:39][N:38]([CH2:37][CH2:36][CH2:35][CH2:34][C:24]3[C:33]4[C:28](=[CH:29][CH:30]=[CH:31][CH:32]=4)[CH:27]=[CH:26][CH:25]=3)[CH2:43][CH2:42]2)=[CH:5][CH:4]=1, predict the reactants needed to synthesize it. (4) Given the product [NH2:29][C:24]1[CH:25]=[N:26][CH:27]=[CH:28][C:23]=1[NH:22][CH:19]1[CH2:20][CH2:21][CH:16]([N:9]2[C@@H:8]([C:5]3[CH:4]=[CH:3][C:2]([F:1])=[CH:7][CH:6]=3)[C:12]([CH3:13])([CH3:14])[O:11][C:10]2=[O:15])[CH2:17][CH2:18]1, predict the reactants needed to synthesize it. The reactants are: [F:1][C:2]1[CH:7]=[CH:6][C:5]([C@H:8]2[C:12]([CH3:14])([CH3:13])[O:11][C:10](=[O:15])[N:9]2[CH:16]2[CH2:21][CH2:20][CH:19]([NH:22][C:23]3[CH:28]=[CH:27][N:26]=[CH:25][C:24]=3[N+:29]([O-])=O)[CH2:18][CH2:17]2)=[CH:4][CH:3]=1.O.NN. (5) Given the product [NH2:1][C:2]1[N:7]=[C:6]([NH:8][CH2:9][CH2:10][CH2:11][N:12]2[CH2:16][CH2:15][CH2:14][C:13]2=[O:17])[CH:5]=[C:4]([C:28]2[C:20]([CH3:19])=[C:21]3[C:25](=[CH:26][CH:27]=2)[NH:24][N:23]=[CH:22]3)[N:3]=1, predict the reactants needed to synthesize it. The reactants are: [NH2:1][C:2]1[N:7]=[C:6]([NH:8][CH2:9][CH2:10][CH2:11][N:12]2[CH2:16][CH2:15][CH2:14][C:13]2=[O:17])[CH:5]=[C:4](Cl)[N:3]=1.[CH3:19][C:20]1[C:28](B(O)O)=[CH:27][CH:26]=[C:25]2[C:21]=1[CH:22]=[N:23][NH:24]2.C(=O)([O-])[O-].[K+].[K+]. (6) Given the product [C:24]1([C:23]2[N:1]=[C:2]3[CH:7]=[CH:6][CH:5]=[CH:4][N:3]3[N:30]=2)[CH:29]=[CH:28][CH:27]=[CH:26][CH:25]=1, predict the reactants needed to synthesize it. The reactants are: [NH2:1][C:2]1[CH:7]=[CH:6][CH:5]=[CH:4][N:3]=1.O.N1C2C(=CC=C3C=2N=CC=C3)C=CC=1.[C:23](#[N:30])[C:24]1[CH:29]=[CH:28][CH:27]=[CH:26][CH:25]=1. (7) Given the product [CH2:22]([O:24][C:25](=[O:30])/[CH:26]=[C:27](/[O:21][C:16]1[CH:17]=[CH:18][CH:19]=[CH:20][C:15]=1[O:14][CH2:7][C:8]1[CH:9]=[CH:10][CH:11]=[CH:12][CH:13]=1)\[CH3:28])[CH3:23], predict the reactants needed to synthesize it. The reactants are: CC(C)([O-])C.[K+].[CH2:7]([O:14][C:15]1[CH:20]=[CH:19][CH:18]=[CH:17][C:16]=1[OH:21])[C:8]1[CH:13]=[CH:12][CH:11]=[CH:10][CH:9]=1.[CH2:22]([O:24][C:25](=[O:30])[CH:26]=[C:27](Cl)[CH3:28])[CH3:23]. (8) Given the product [F:14][C:15]1[CH:16]=[C:17]([CH:12]([OH:13])[CH2:11][CH2:10][CH2:9][C:6]2[CH:7]=[CH:8][C:3]([O:2][CH3:1])=[CH:4][CH:5]=2)[CH:18]=[CH:19][C:20]=1[F:21], predict the reactants needed to synthesize it. The reactants are: [CH3:1][O:2][C:3]1[CH:8]=[CH:7][C:6]([CH2:9][CH2:10][CH2:11][CH:12]=[O:13])=[CH:5][CH:4]=1.[F:14][C:15]1[CH:16]=[C:17]([Mg]Br)[CH:18]=[CH:19][C:20]=1[F:21]. (9) Given the product [C:14]([O:17][CH2:18][CH2:19][CH2:20][CH2:21][O:13][C:3]1[CH:4]=[C:5]([CH:11]=[CH:12][C:2]=1[Br:1])[C:6]([O:8][CH2:9][CH3:10])=[O:7])(=[O:16])[CH3:15], predict the reactants needed to synthesize it. The reactants are: [Br:1][C:2]1[CH:12]=[CH:11][C:5]([C:6]([O:8][CH2:9][CH3:10])=[O:7])=[CH:4][C:3]=1[OH:13].[C:14]([O:17][CH2:18][CH2:19][CH2:20][CH2:21]I)(=[O:16])[CH3:15].[H-].[Na+]. (10) Given the product [CH3:29][O:30][C:31]1[CH:32]=[C:33]([NH:43][C:44]2[N:45]=[C:5]([C:7]3[CH:12]=[CH:11][C:10]([N:13]4[CH:17]=[CH:16][CH:15]=[N:14]4)=[CH:9][CH:8]=3)[CH:4]=[C:3]([C:2]([F:20])([F:19])[F:1])[N:46]=2)[CH:34]=[CH:35][C:36]=1[N:37]1[CH:41]=[C:40]([CH3:42])[N:39]=[CH:38]1, predict the reactants needed to synthesize it. The reactants are: [F:1][C:2]([F:20])([F:19])[C:3](=O)[CH2:4][C:5]([C:7]1[CH:12]=[CH:11][C:10]([N:13]2[CH:17]=[CH:16][CH:15]=[N:14]2)=[CH:9][CH:8]=1)=O.[N+]([O-])(O)=O.[N+]([O-])(O)=O.[CH3:29][O:30][C:31]1[CH:32]=[C:33]([NH:43][C:44]([NH2:46])=[NH:45])[CH:34]=[CH:35][C:36]=1[N:37]1[CH:41]=[C:40]([CH3:42])[N:39]=[CH:38]1.